This data is from Forward reaction prediction with 1.9M reactions from USPTO patents (1976-2016). The task is: Predict the product of the given reaction. (1) Given the reactants C(O/[CH:4]=[CH:5]/[C:6](=O)[C:7]([F:13])([F:12])[C:8]([F:11])([F:10])[F:9])C.[CH3:15][S:16][CH:17]([CH3:25])/[CH:18]=[CH:19]/[N:20]1CCCC1.C([O-])(=O)C.[NH4+].O, predict the reaction product. The product is: [CH3:15][S:16][CH:17]([C:18]1[CH:4]=[CH:5][C:6]([C:7]([F:12])([F:13])[C:8]([F:9])([F:10])[F:11])=[N:20][CH:19]=1)[CH3:25]. (2) Given the reactants [CH3:1][O:2][C:3]1[C:8]2[NH:9][C:10]([C:12]3[S:13][CH:14]=[CH:15][CH:16]=3)=[N:11][C:7]=2[C:6]([C:17]([OH:19])=O)=[CH:5][CH:4]=1.[F:20][C:21]1[CH:26]=[CH:25][C:24]([CH2:27][CH2:28][NH2:29])=[CH:23][CH:22]=1, predict the reaction product. The product is: [F:20][C:21]1[CH:26]=[CH:25][C:24]([CH2:27][CH2:28][NH:29][C:17]([C:6]2[C:7]3[N:11]=[C:10]([C:12]4[S:13][CH:14]=[CH:15][CH:16]=4)[NH:9][C:8]=3[C:3]([O:2][CH3:1])=[CH:4][CH:5]=2)=[O:19])=[CH:23][CH:22]=1.